This data is from Full USPTO retrosynthesis dataset with 1.9M reactions from patents (1976-2016). The task is: Predict the reactants needed to synthesize the given product. (1) The reactants are: C([O:3][C:4](=[O:32])[CH:5]([O:29][CH2:30][CH3:31])[CH2:6][C:7]1[CH:12]=[CH:11][C:10]([O:13][CH2:14][C:15]2[S:19][C:18]([C:20]3[CH:25]=[CH:24][CH:23]=[CH:22][C:21]=3[Cl:26])=[N:17][C:16]=2[CH3:27])=[CH:9][C:8]=1[CH3:28])C.[Li+].[OH-]. Given the product [Cl:26][C:21]1[CH:22]=[CH:23][CH:24]=[CH:25][C:20]=1[C:18]1[S:19][C:15]([CH2:14][O:13][C:10]2[CH:11]=[CH:12][C:7]([CH2:6][CH:5]([O:29][CH2:30][CH3:31])[C:4]([OH:32])=[O:3])=[C:8]([CH3:28])[CH:9]=2)=[C:16]([CH3:27])[N:17]=1, predict the reactants needed to synthesize it. (2) The reactants are: C([O:8][N:9]1[C:14]2[N:15]=[CH:16][N:17]=[C:18]([CH3:19])[C:13]=2[C:12]([NH:20][CH2:21][C:22]2[NH:23][C:24]3[C:29]([CH:30]=2)=[CH:28][CH:27]=[CH:26][CH:25]=3)=[CH:11][C:10]1=[O:31])C1C=CC=CC=1.CO.[H][H]. Given the product [OH:8][N:9]1[C:14]2[N:15]=[CH:16][N:17]=[C:18]([CH3:19])[C:13]=2[C:12]([NH:20][CH2:21][C:22]2[NH:23][C:24]3[C:29]([CH:30]=2)=[CH:28][CH:27]=[CH:26][CH:25]=3)=[CH:11][C:10]1=[O:31], predict the reactants needed to synthesize it. (3) Given the product [F:14][C:2]([F:1])([F:13])[C:3]1[N:8]=[N:7][CH:6]=[C:5]([C:9]([OH:11])=[O:10])[CH:4]=1, predict the reactants needed to synthesize it. The reactants are: [F:1][C:2]([F:14])([F:13])[C:3]1[N:8]=[N:7][CH:6]=[C:5]([C:9]([O:11]C)=[O:10])[CH:4]=1.[Li+].[OH-].